From a dataset of Catalyst prediction with 721,799 reactions and 888 catalyst types from USPTO. Predict which catalyst facilitates the given reaction. (1) Reactant: [Cl:1][C:2]1[CH:7]=[CH:6][C:5]([C:8]2([OH:46])[CH2:13][CH2:12][N:11]([CH2:14][CH2:15][CH:16]=[C:17]3[C:27]4[C:22](=[N:23][C:24]([C:28](=[O:30])[NH2:29])=[CH:25][CH:26]=4)[O:21][C:20]4[CH:31]=[CH:32][CH:33]=[C:34]([N:35]5[CH2:40][CH2:39][CH:38]([C:41]([O:43]CC)=[O:42])[CH2:37][CH2:36]5)[C:19]=4[CH2:18]3)[CH2:10][CH2:9]2)=[CH:4][CH:3]=1.[OH-].[Li+]. Product: [Cl:1][C:2]1[CH:3]=[CH:4][C:5]([C:8]2([OH:46])[CH2:13][CH2:12][N:11]([CH2:14][CH2:15][CH:16]=[C:17]3[C:27]4[C:22](=[N:23][C:24]([C:28](=[O:30])[NH2:29])=[CH:25][CH:26]=4)[O:21][C:20]4[CH:31]=[CH:32][CH:33]=[C:34]([N:35]5[CH2:40][CH2:39][CH:38]([C:41]([OH:43])=[O:42])[CH2:37][CH2:36]5)[C:19]=4[CH2:18]3)[CH2:10][CH2:9]2)=[CH:6][CH:7]=1. The catalyst class is: 5. (2) Reactant: [Cl:1][C:2]1[CH:3]=[C:4]([C:12]([NH:14][CH2:15][C@H:16]2[CH2:21][CH2:20][NH:19][CH2:18][C@H:17]2[O:22][CH3:23])=[O:13])[C:5]2[O:10][CH2:9][CH2:8][O:7][C:6]=2[CH:11]=1.[C:24]([OH:29])(=[O:28])[C:25]([OH:27])=[O:26]. Product: [C:24]([OH:29])(=[O:28])[C:25]([OH:27])=[O:26].[Cl:1][C:2]1[CH:3]=[C:4]([C:12]([NH:14][CH2:15][C@H:16]2[CH2:21][CH2:20][NH:19][CH2:18][C@H:17]2[O:22][CH3:23])=[O:13])[C:5]2[O:10][CH2:9][CH2:8][O:7][C:6]=2[CH:11]=1. The catalyst class is: 41. (3) Reactant: C[O:2][C:3](=[O:18])[CH:4]=[CH:5][C:6]1[CH:7]=[N:8][C:9]([O:16][CH3:17])=[CH:10][C:11]=1[C:12]([F:15])([F:14])[F:13].[Li+].[OH-].Cl. Product: [CH3:17][O:16][C:9]1[N:8]=[CH:7][C:6]([CH:5]=[CH:4][C:3]([OH:18])=[O:2])=[C:11]([C:12]([F:15])([F:14])[F:13])[CH:10]=1. The catalyst class is: 1. (4) Reactant: Cl[C:2]1[CH:7]=[CH:6][N:5]=[C:4]2[CH:8]=[CH:9][O:10][C:3]=12.[NH:11]1[CH2:16][CH2:15][NH:14][CH2:13][CH2:12]1. Product: [N:11]1([C:2]2[CH:7]=[CH:6][N:5]=[C:4]3[CH:8]=[CH:9][O:10][C:3]=23)[CH2:16][CH2:15][NH:14][CH2:13][CH2:12]1. The catalyst class is: 5. (5) Reactant: [CH3:1][O:2][C:3](=[O:19])[C:4]1[CH:9]=[C:8](I)[C:7]([C:11]([F:14])([F:13])[F:12])=[CH:6][C:5]=1[NH:15][C:16](=[O:18])[CH3:17].[CH2:20]([Sn](CCCC)(CCCC)C=C)[CH2:21]CC.O.O.[F-].[K+]. Product: [CH3:1][O:2][C:3](=[O:19])[C:4]1[CH:9]=[C:8]([CH:20]=[CH2:21])[C:7]([C:11]([F:14])([F:13])[F:12])=[CH:6][C:5]=1[NH:15][C:16](=[O:18])[CH3:17]. The catalyst class is: 741.